From a dataset of NCI-60 drug combinations with 297,098 pairs across 59 cell lines. Regression. Given two drug SMILES strings and cell line genomic features, predict the synergy score measuring deviation from expected non-interaction effect. (1) Drug 1: CCC(=C(C1=CC=CC=C1)C2=CC=C(C=C2)OCCN(C)C)C3=CC=CC=C3.C(C(=O)O)C(CC(=O)O)(C(=O)O)O. Drug 2: C1=CN(C=N1)CC(O)(P(=O)(O)O)P(=O)(O)O. Cell line: OVCAR3. Synergy scores: CSS=2.34, Synergy_ZIP=-0.940, Synergy_Bliss=-1.26, Synergy_Loewe=-4.11, Synergy_HSA=-5.35. (2) Drug 1: C1C(C(OC1N2C=C(C(=O)NC2=O)F)CO)O. Drug 2: C(=O)(N)NO. Cell line: M14. Synergy scores: CSS=9.59, Synergy_ZIP=-1.04, Synergy_Bliss=3.80, Synergy_Loewe=-5.17, Synergy_HSA=1.93. (3) Drug 1: C1CN1C2=NC(=NC(=N2)N3CC3)N4CC4. Drug 2: C1CCC(C(C1)N)N.C(=O)(C(=O)[O-])[O-].[Pt+4]. Cell line: MCF7. Synergy scores: CSS=42.3, Synergy_ZIP=-15.5, Synergy_Bliss=-8.88, Synergy_Loewe=-4.03, Synergy_HSA=-1.67.